From a dataset of Catalyst prediction with 721,799 reactions and 888 catalyst types from USPTO. Predict which catalyst facilitates the given reaction. (1) Reactant: [CH3:1][N:2]1[C:6]([C:7]2[CH:8]=[C:9]([NH:18][C:19](=[O:21])[OH:20])[CH:10]=[CH:11][C:12]=2[O:13][C:14]([F:17])([F:16])[F:15])=[CH:5][CH:4]=[N:3]1.CN(C=O)C. Product: [C:7]([O:21][C:19](=[O:20])[NH:18][C:9]1[CH:10]=[CH:11][C:12]([O:13][C:14]([F:16])([F:17])[F:15])=[C:7]([C:6]2[N:2]([CH3:1])[N:3]=[CH:4][CH:5]=2)[CH:8]=1)([CH3:8])([CH3:12])[CH3:6]. The catalyst class is: 13. (2) Reactant: [CH:1]([N:4]1[CH:8]=[C:7]([C:9]2[CH:14]=[CH:13][N:12]=[C:11]([NH2:15])[CH:10]=2)[C:6]([C:16]2[CH:17]=[C:18]3[CH:24]=[CH:23][NH:22][C:19]3=[N:20][CH:21]=2)=[N:5]1)([CH3:3])[CH3:2].[Cl:25]N1C(=O)CCC1=O. Product: [Cl:25][C:24]1[C:18]2[C:19](=[N:20][CH:21]=[C:16]([C:6]3[C:7]([C:9]4[CH:14]=[CH:13][N:12]=[C:11]([NH2:15])[CH:10]=4)=[CH:8][N:4]([CH:1]([CH3:3])[CH3:2])[N:5]=3)[CH:17]=2)[NH:22][CH:23]=1. The catalyst class is: 2. (3) Reactant: [CH3:1][C:2]1[CH:3]=[C:4]([NH:9][C:10]2[C:15]([C:16]([NH2:18])=[O:17])=[C:14]([S:19][CH3:20])[N:13]=[C:12]([S:21][CH2:22][CH3:23])[N:11]=2)[CH:5]=[C:6]([CH3:8])[CH:7]=1.C1C=C(Cl)C=C(C(OO)=[O:32])C=1. Product: [CH3:1][C:2]1[CH:3]=[C:4]([NH:9][C:10]2[C:15]([C:16]([NH2:18])=[O:17])=[C:14]([S:19]([CH3:20])=[O:32])[N:13]=[C:12]([S:21][CH2:22][CH3:23])[N:11]=2)[CH:5]=[C:6]([CH3:8])[CH:7]=1. The catalyst class is: 1. (4) Reactant: [CH3:1][N:2]([CH2:7][C:8]([C:10]1[CH:15]=[CH:14][C:13]([Cl:16])=[CH:12][CH:11]=1)=O)[C:3]([O:5][CH3:6])=[O:4].C(O)(=O)C.O.[NH2:22][NH2:23]. Product: [CH3:1][N:2]([CH2:7][C:8](=[N:22][NH2:23])[C:10]1[CH:15]=[CH:14][C:13]([Cl:16])=[CH:12][CH:11]=1)[C:3]([O:5][CH3:6])=[O:4]. The catalyst class is: 259. (5) Reactant: [Br:1][C:2]1[CH:11]=[CH:10][C:5]2[NH:6][C:7](=[O:9])[O:8][C:4]=2[CH:3]=1.C(N(CC)CC)C.[C:19](Cl)([C:32]1[CH:37]=[CH:36][CH:35]=[CH:34][CH:33]=1)([C:26]1[CH:31]=[CH:30][CH:29]=[CH:28][CH:27]=1)[C:20]1[CH:25]=[CH:24][CH:23]=[CH:22][CH:21]=1.CCOC(C)=O. Product: [Br:1][C:2]1[CH:11]=[CH:10][C:5]2[N:6]([C:19]([C:20]3[CH:25]=[CH:24][CH:23]=[CH:22][CH:21]=3)([C:32]3[CH:33]=[CH:34][CH:35]=[CH:36][CH:37]=3)[C:26]3[CH:27]=[CH:28][CH:29]=[CH:30][CH:31]=3)[C:7](=[O:9])[O:8][C:4]=2[CH:3]=1. The catalyst class is: 2. (6) Reactant: FC(F)(F)C([O-])=O.[CH3:8][O:9][P:10]([CH2:14][CH2:15][N:16]1[CH2:21][CH2:20][NH:19][CH2:18][CH2:17]1)(=[O:13])[O:11][CH3:12].C(N(C(C)C)CC)(C)C.[CH:31]([O:44][C:45]1[C:54]2[N:53]=[CH:52][CH:51]=[CH:50][C:49]=2[C:48]([C:55](O)=[O:56])=[C:47]2[CH2:58][N:59]([CH2:62][C:63]3[CH:68]=[CH:67][C:66]([F:69])=[CH:65][CH:64]=3)[C:60](=[O:61])[C:46]=12)([C:38]1[CH:43]=[CH:42][CH:41]=[CH:40][CH:39]=1)[C:32]1[CH:37]=[CH:36][CH:35]=[CH:34][CH:33]=1.CN(C(ON1N=NC2C=CC=NC1=2)=[N+](C)C)C.F[P-](F)(F)(F)(F)F. Product: [CH3:12][O:11][P:10]([CH2:14][CH2:15][N:16]1[CH2:17][CH2:18][N:19]([C:55]([C:48]2[C:49]3[CH:50]=[CH:51][CH:52]=[N:53][C:54]=3[C:45]([O:44][CH:31]([C:38]3[CH:43]=[CH:42][CH:41]=[CH:40][CH:39]=3)[C:32]3[CH:33]=[CH:34][CH:35]=[CH:36][CH:37]=3)=[C:46]3[C:60](=[O:61])[N:59]([CH2:62][C:63]4[CH:64]=[CH:65][C:66]([F:69])=[CH:67][CH:68]=4)[CH2:58][C:47]=23)=[O:56])[CH2:20][CH2:21]1)(=[O:13])[O:9][CH3:8]. The catalyst class is: 31. (7) The catalyst class is: 6. Reactant: C[O:2][C:3](=[O:32])[CH2:4][C:5]1[CH:10]=[C:9]([Cl:11])[CH:8]=[C:7]([O:12][CH2:13][CH2:14][C:15]2([N:27]3[CH2:31][CH2:30][CH2:29][CH2:28]3)[CH2:20][CH2:19][N:18]([C:21]3[S:22][C:23]([Br:26])=[CH:24][N:25]=3)[CH2:17][CH2:16]2)[CH:6]=1.[OH-].[Na+].O1CCCC1.CO. Product: [Br:26][C:23]1[S:22][C:21]([N:18]2[CH2:19][CH2:20][C:15]([CH2:14][CH2:13][O:12][C:7]3[CH:6]=[C:5]([CH2:4][C:3]([OH:32])=[O:2])[CH:10]=[C:9]([Cl:11])[CH:8]=3)([N:27]3[CH2:28][CH2:29][CH2:30][CH2:31]3)[CH2:16][CH2:17]2)=[N:25][CH:24]=1. (8) Reactant: [CH:1]1([NH2:7])[CH2:6][CH2:5][CH2:4][CH2:3][CH2:2]1.N=C=N.[NH2:11][C:12]1[CH:20]=[CH:19][CH:18]=[CH:17][C:13]=1[C:14]([OH:16])=O.C(N(C(C)C)CC)(C)C.C1C=CC2N(O)N=NC=2C=1. Product: [NH2:11][C:12]1[CH:20]=[CH:19][CH:18]=[CH:17][C:13]=1[C:14]([NH:7][CH:1]1[CH2:6][CH2:5][CH2:4][CH2:3][CH2:2]1)=[O:16]. The catalyst class is: 1.